Dataset: Reaction yield outcomes from USPTO patents with 853,638 reactions. Task: Predict the reaction yield, written as a fraction of the theoretical maximum amount of product (1.0 means a 100% yield; for example, 0.34 means a 34% yield). (1) The reactants are [CH:1]1[C:13]2[N:12]([C@@H:14]([CH2:25][CH2:26][C:27]([O:29][CH2:30][CH2:31][O:32][C:33](=[O:51])[C:34]3[CH:39]=[CH:38][C:37]([NH:40]C(OCC4C=CC=CC=4)=O)=[CH:36][CH:35]=3)=[O:28])[C:15]([O:17]CC3C=CC=CC=3)=[O:16])[C:11]3[C:6](=[CH:7][CH:8]=[CH:9][CH:10]=3)[C:5]=2[CH:4]=[CH:3][CH:2]=1.C(O)(C)C. The catalyst is [Pd].C1COCC1. The product is [NH2:40][C:37]1[CH:36]=[CH:35][C:34]([C:33]([O:32][CH2:31][CH2:30][O:29][C:27](=[O:28])[CH2:26][CH2:25][C@H:14]([N:12]2[C:11]3[CH:10]=[CH:9][CH:8]=[CH:7][C:6]=3[C:5]3[C:13]2=[CH:1][CH:2]=[CH:3][CH:4]=3)[C:15]([OH:17])=[O:16])=[O:51])=[CH:39][CH:38]=1. The yield is 0.960. (2) The reactants are Cl.C[O:3][C:4](=[O:38])[C:5]1[CH:10]=[CH:9][C:8]([O:11][C:12]2[CH:17]=[CH:16][C:15]([CH2:18][C@H:19]([NH2:37])[C:20]3[N:21]([CH2:33][CH2:34][CH2:35][CH3:36])[CH:22]=[C:23]([C:25]4[CH:30]=[CH:29][C:28]([Cl:31])=[CH:27][C:26]=4[Cl:32])[N:24]=3)=[CH:14][CH:13]=2)=[CH:7][CH:6]=1.[F:39][C:40]1[CH:48]=[C:47]([F:49])[CH:46]=[CH:45][C:41]=1[C:42]([OH:44])=O. No catalyst specified. The product is [CH2:33]([N:21]1[CH:22]=[C:23]([C:25]2[CH:30]=[CH:29][C:28]([Cl:31])=[CH:27][C:26]=2[Cl:32])[N:24]=[C:20]1[C@@H:19]([NH:37][C:42](=[O:44])[C:41]1[CH:45]=[CH:46][C:47]([F:49])=[CH:48][C:40]=1[F:39])[CH2:18][C:15]1[CH:16]=[CH:17][C:12]([O:11][C:8]2[CH:9]=[CH:10][C:5]([C:4]([OH:38])=[O:3])=[CH:6][CH:7]=2)=[CH:13][CH:14]=1)[CH2:34][CH2:35][CH3:36]. The yield is 0.620. (3) The reactants are [N:1]([CH2:4][C:5]1[CH:6]=[C:7]([CH:30]=[C:31]([O:33][C:34]2[CH:39]=[CH:38][C:37]([F:40])=[CH:36][CH:35]=2)[CH:32]=1)[CH2:8][N:9]([CH2:22][C:23]1[CH:28]=[CH:27][C:26]([F:29])=[CH:25][CH:24]=1)[S:10]([C:13]1[CH:18]=[C:17]([Cl:19])[CH:16]=[C:15]([Cl:20])[C:14]=1[OH:21])(=[O:12])=[O:11])=[N+]=[N-].C1(C)C=CC=CC=1. The catalyst is CCOC(C)=O.CO.[OH-].[OH-].[Pd+2]. The product is [NH2:1][CH2:4][C:5]1[CH:6]=[C:7]([CH:30]=[C:31]([O:33][C:34]2[CH:35]=[CH:36][C:37]([F:40])=[CH:38][CH:39]=2)[CH:32]=1)[CH2:8][N:9]([CH2:22][C:23]1[CH:24]=[CH:25][C:26]([F:29])=[CH:27][CH:28]=1)[S:10]([C:13]1[CH:18]=[C:17]([Cl:19])[CH:16]=[C:15]([Cl:20])[C:14]=1[OH:21])(=[O:12])=[O:11]. The yield is 0.920. (4) The reactants are Br[CH2:2][C:3]([NH:5][C:6]1[CH:11]=[C:10]([O:12][CH3:13])[CH:9]=[CH:8][C:7]=1[OH:14])=[O:4].C(=O)([O-])[O-].[K+].[K+].CC#N.O.FC(F)(F)C(O)=O. The catalyst is CN(C)C=O.C(OCC)(=O)C. The product is [CH3:13][O:12][C:10]1[CH:9]=[CH:8][C:7]2[O:14][CH2:2][C:3](=[O:4])[NH:5][C:6]=2[CH:11]=1. The yield is 0.880. (5) The reactants are [Br:1][C:2]1[CH:3]=[CH:4][C:5]([OH:18])=[C:6]([C:8](=[O:17])[CH2:9][C:10]2[CH:15]=[CH:14][CH:13]=[CH:12][C:11]=2[F:16])[CH:7]=1.[C:19]([O-])(=O)[CH3:20].[Na+]. The catalyst is C(OC(=O)C)(=O)C. The product is [Br:1][C:2]1[CH:7]=[C:6]2[C:5](=[CH:4][CH:3]=1)[O:18][C:19]([CH3:20])=[C:9]([C:10]1[CH:15]=[CH:14][CH:13]=[CH:12][C:11]=1[F:16])[C:8]2=[O:17]. The yield is 0.710. (6) The reactants are [OH:1][C:2]1[CH:37]=[CH:36][C:5]([CH2:6][N:7]([CH2:28][C:29]([O:31]C(C)(C)C)=[O:30])[C:8](=[O:27])[C:9]2[CH:14]=[CH:13][C:12]([NH:15][C:16](=[O:26])[CH2:17][C:18]3[CH:23]=[CH:22][C:21]([O:24][CH3:25])=[CH:20][CH:19]=3)=[CH:11][CH:10]=2)=[CH:4][CH:3]=1.[C:38]1([C:47]2[CH:52]=[CH:51][CH:50]=[CH:49][CH:48]=2)[CH:43]=[CH:42][C:41]([C:44](Cl)=[O:45])=[CH:40][CH:39]=1.C(O)(C(F)(F)F)=O. The catalyst is C(Cl)Cl. The product is [C:38]1([C:47]2[CH:48]=[CH:49][CH:50]=[CH:51][CH:52]=2)[CH:39]=[CH:40][C:41]([C:44]([O:1][C:2]2[CH:37]=[CH:36][C:5]([CH2:6][N:7]([CH2:28][C:29]([OH:31])=[O:30])[C:8](=[O:27])[C:9]3[CH:10]=[CH:11][C:12]([NH:15][C:16](=[O:26])[CH2:17][C:18]4[CH:23]=[CH:22][C:21]([O:24][CH3:25])=[CH:20][CH:19]=4)=[CH:13][CH:14]=3)=[CH:4][CH:3]=2)=[O:45])=[CH:42][CH:43]=1. The yield is 0.250.